The task is: Predict the reactants needed to synthesize the given product.. This data is from Full USPTO retrosynthesis dataset with 1.9M reactions from patents (1976-2016). Given the product [Cl:1][C:2]1[C:3]([CH3:12])=[C:4]2[C:7](=[CH:8][C:9]=1[CH3:10])[O:11][CH:21]([C:20]([F:19])([F:29])[F:28])[C:22]([C:23]([O:25][CH2:26][CH3:27])=[O:24])=[CH:5]2, predict the reactants needed to synthesize it. The reactants are: [Cl:1][C:2]1[C:3]([CH3:12])=[C:4]([C:7]([OH:11])=[CH:8][C:9]=1[CH3:10])[CH:5]=O.C([O-])([O-])=O.[K+].[K+].[F:19][C:20]([F:29])([F:28])/[CH:21]=[CH:22]/[C:23]([O:25][CH2:26][CH3:27])=[O:24].